From a dataset of Full USPTO retrosynthesis dataset with 1.9M reactions from patents (1976-2016). Predict the reactants needed to synthesize the given product. (1) Given the product [C:13]([C:11]1[CH:12]=[C:3]2[C:4](=[CH:9][CH:10]=1)[C:5](=[O:7])[N:15]([C:16]1[CH:17]=[C:18]([CH:22]=[CH:23][CH:24]=1)[C:19]([OH:21])=[O:20])[CH2:2]2)#[N:14], predict the reactants needed to synthesize it. The reactants are: Br[CH2:2][C:3]1[CH:12]=[C:11]([C:13]#[N:14])[CH:10]=[CH:9][C:4]=1[C:5]([O:7]C)=O.[NH2:15][C:16]1[CH:17]=[C:18]([CH:22]=[CH:23][CH:24]=1)[C:19]([OH:21])=[O:20]. (2) Given the product [CH:1]1([CH2:7][CH2:8][CH2:9][C@@H:10]([C:19]2[O:23][N:22]=[C:21]([C:24]([N:26]3[CH2:31][CH2:30][O:29][CH2:28][CH2:27]3)=[O:25])[N:20]=2)[CH2:11][C:12]([OH:14])=[O:13])[CH2:6][CH2:5][CH2:4][CH2:3][CH2:2]1, predict the reactants needed to synthesize it. The reactants are: [CH:1]1([CH2:7][CH2:8][CH2:9][C@@H:10]([C:19]2[O:23][N:22]=[C:21]([C:24]([N:26]3[CH2:31][CH2:30][O:29][CH2:28][CH2:27]3)=[O:25])[N:20]=2)[CH2:11][C:12]([O:14]C(C)(C)C)=[O:13])[CH2:6][CH2:5][CH2:4][CH2:3][CH2:2]1.FC(F)(F)C(O)=O. (3) The reactants are: FC1C=C(CC(N[C@H](C(O)=O)C(C)C)=O)C=C(F)C=1.[F:20][C:21]1[CH:22]=[C:23]([CH2:28][C:29]([NH:31][C@H:32]([C:43]([O:45]C)=[O:44])[CH2:33][C:34]2[NH:35][C:36]3[C:41]([CH:42]=2)=[CH:40][CH:39]=[CH:38][CH:37]=3)=[O:30])[CH:24]=[C:25]([F:27])[CH:26]=1. Given the product [F:27][C:25]1[CH:24]=[C:23]([CH2:28][C:29]([NH:31][C@H:32]([C:43]([OH:45])=[O:44])[CH2:33][C:34]2[NH:35][C:36]3[C:41]([CH:42]=2)=[CH:40][CH:39]=[CH:38][CH:37]=3)=[O:30])[CH:22]=[C:21]([F:20])[CH:26]=1, predict the reactants needed to synthesize it. (4) Given the product [CH2:12]([C@H:18]1[C@H:26]2[C@H:21]([C@@H:22]3[CH2:27][C@H:25]2[CH:24]=[CH:23]3)[S:20](=[O:29])(=[O:28])[N:19]1[C:30]1[CH:37]=[CH:36][C:33]([C:34]#[N:35])=[C:32]([C:38]([F:41])([F:40])[F:39])[CH:31]=1)[CH:11]=[CH2:10], predict the reactants needed to synthesize it. The reactants are: B(F)(F)F.CCOCC.[CH2:10]([Si](C)(C)C)[CH:11]=[CH2:12].O[CH:18]1[C@@H:26]2[C@@H:21]([C@H:22]3[CH2:27][C@@H:25]2[CH:24]=[CH:23]3)[S:20](=[O:29])(=[O:28])[N:19]1[C:30]1[CH:37]=[CH:36][C:33]([C:34]#[N:35])=[C:32]([C:38]([F:41])([F:40])[F:39])[CH:31]=1. (5) Given the product [CH3:22][C:2]1[CH:3]=[C:4]2[CH:10]=[CH:9][N:8]([S:11]([C:14]3[CH:20]=[CH:19][C:17]([CH3:18])=[CH:16][CH:15]=3)(=[O:13])=[O:12])[C:5]2=[N:6][CH:7]=1, predict the reactants needed to synthesize it. The reactants are: Br[C:2]1[CH:3]=[C:4]2[CH:10]=[CH:9][N:8]([S:11]([C:14]3[CH:20]=[CH:19][C:17]([CH3:18])=[CH:16][CH:15]=3)(=[O:13])=[O:12])[C:5]2=[N:6][CH:7]=1.[B-](F)(F)(F)[CH3:22].[K+].C(=O)([O-])[O-].[Cs+].[Cs+]. (6) Given the product [Cl:1][C:2]1[CH:7]=[CH:6][C:5]([CH:8]([C:20]2[CH:21]=[CH:22][C:23]([C:24]([NH:26][CH2:27][CH2:28][OH:29])=[O:25])=[CH:30][CH:31]=2)[CH2:9]/[C:10](=[N:34]\[OH:35])/[C:12]2[CH:17]=[CH:16][C:15](=[O:18])[N:14]([CH3:19])[CH:13]=2)=[C:4]([F:32])[CH:3]=1, predict the reactants needed to synthesize it. The reactants are: [Cl:1][C:2]1[CH:7]=[CH:6][C:5]([CH:8]([C:20]2[CH:31]=[CH:30][C:23]([C:24]([NH:26][CH2:27][CH2:28][OH:29])=[O:25])=[CH:22][CH:21]=2)[CH2:9][C:10]([C:12]2[CH:17]=[CH:16][C:15](=[O:18])[N:14]([CH3:19])[CH:13]=2)=O)=[C:4]([F:32])[CH:3]=1.Cl.[NH2:34][OH:35].C(=O)([O-])O.[Na+]. (7) Given the product [N:1]1([CH2:5][CH2:6][O:7][C:8]2[CH:13]=[CH:12][C:11]([NH:14][C:30]([NH:29][C:23]3[CH:24]=[CH:25][C:26]([F:28])=[CH:27][C:22]=3[F:21])=[O:31])=[CH:10][C:9]=2[C:15]2[N:19]([CH3:20])[N:18]=[CH:17][CH:16]=2)[CH2:2][CH2:3][CH2:4]1, predict the reactants needed to synthesize it. The reactants are: [N:1]1([CH2:5][CH2:6][O:7][C:8]2[CH:13]=[CH:12][C:11]([NH2:14])=[CH:10][C:9]=2[C:15]2[N:19]([CH3:20])[N:18]=[CH:17][CH:16]=2)[CH2:4][CH2:3][CH2:2]1.[F:21][C:22]1[CH:27]=[C:26]([F:28])[CH:25]=[CH:24][C:23]=1[N:29]=[C:30]=[O:31]. (8) Given the product [CH3:15][O:16][C:17](=[O:32])[C:18]1[CH:23]=[C:22]([NH:24][C:12](=[O:14])[CH2:11][CH2:10][NH:9][C:7]([C:5]2[S:6][C:2]([Cl:1])=[CH:3][CH:4]=2)=[O:8])[CH:21]=[CH:20][C:19]=1[N:25]1[CH2:30][CH2:29][O:28][CH2:27][C:26]1=[O:31], predict the reactants needed to synthesize it. The reactants are: [Cl:1][C:2]1[S:6][C:5]([C:7]([NH:9][CH2:10][CH2:11][C:12]([OH:14])=O)=[O:8])=[CH:4][CH:3]=1.[CH3:15][O:16][C:17](=[O:32])[C:18]1[CH:23]=[C:22]([NH2:24])[CH:21]=[CH:20][C:19]=1[N:25]1[CH2:30][CH2:29][O:28][CH2:27][C:26]1=[O:31].[B-](F)(F)(F)F.CCOC(C(C#N)=NOC(N(C)C)=[N+](C)C)=O.C(N(CC)CC)C. (9) Given the product [OH:1][C@H:2]([C:22]1[CH:23]=[CH:24][C:25]([OH:28])=[CH:26][CH:27]=1)[C@@H:3]([NH:5][CH2:6][CH2:7][C:8]1[C:16]2[C:11](=[C:12]([O:17][CH2:18][C:19]([OH:21])=[O:20])[CH:13]=[CH:14][CH:15]=2)[NH:10][CH:9]=1)[CH3:4], predict the reactants needed to synthesize it. The reactants are: [OH:1][C@H:2]([C:22]1[CH:27]=[CH:26][C:25]([OH:28])=[CH:24][CH:23]=1)[C@@H:3]([NH:5][CH2:6][CH2:7][C:8]1[C:16]2[C:11](=[C:12]([O:17][CH2:18][C:19]([O-:21])=[O:20])[CH:13]=[CH:14][CH:15]=2)[NH:10][CH:9]=1)[CH3:4].[OH-].[Li+].Cl. (10) Given the product [C:9]([O:8][C:6]([NH:5][CH2:4][C:3](=[O:13])[CH:16]([CH3:18])[CH3:17])=[O:7])([CH3:10])([CH3:11])[CH3:12], predict the reactants needed to synthesize it. The reactants are: CN(OC)[C:3](=[O:13])[CH2:4][NH:5][C:6]([O:8][C:9]([CH3:12])([CH3:11])[CH3:10])=[O:7].[CH:16]([Mg]Cl)([CH3:18])[CH3:17].Cl.